Dataset: Full USPTO retrosynthesis dataset with 1.9M reactions from patents (1976-2016). Task: Predict the reactants needed to synthesize the given product. Given the product [C:1]([C:3]1[CH:4]=[CH:5][C:6]([C:9]2[C:10]([C:15]([O:17][C:18]([CH3:21])([CH3:20])[CH3:19])=[O:16])=[C:11]([I:22])[NH:12][C:13]=2[CH3:14])=[CH:7][CH:8]=1)#[N:2], predict the reactants needed to synthesize it. The reactants are: [C:1]([C:3]1[CH:8]=[CH:7][C:6]([C:9]2[C:10]([C:15]([O:17][C:18]([CH3:21])([CH3:20])[CH3:19])=[O:16])=[CH:11][NH:12][C:13]=2[CH3:14])=[CH:5][CH:4]=1)#[N:2].[I:22]N1C(=O)CCC1=O.[Cl-].[Na+].